From a dataset of KCNQ2 potassium channel screen with 302,405 compounds. Binary Classification. Given a drug SMILES string, predict its activity (active/inactive) in a high-throughput screening assay against a specified biological target. (1) The compound is S(=O)(=O)(N1CCC(NC(=O)C(NC(=O)C)Cc2cc(ccc2)C)CC1)c1ccccc1. The result is 0 (inactive). (2) The molecule is O=C/1N(Cc2ccccc2)C(=O)NC(=O)C1=C(/NN1CCN(CC1)C)C. The result is 0 (inactive).